From a dataset of Forward reaction prediction with 1.9M reactions from USPTO patents (1976-2016). Predict the product of the given reaction. Given the reactants C(NC(C)C)(C)C.[Li]CCCC.[CH3:13][O:14][C:15]1[CH:16]=[N:17][CH:18]=[C:19]([O:21][CH3:22])[CH:20]=1.[C:23]([S:27]([N:29]=[CH:30][CH2:31][CH2:32][CH2:33][C:34]([O:36][CH3:37])=[O:35])=[O:28])([CH3:26])([CH3:25])[CH3:24].[NH4+].[Cl-], predict the reaction product. The product is: [CH3:13][O:14][C:15]1[CH:16]=[N:17][CH:18]=[C:19]([O:21][CH3:22])[C:20]=1[CH:30]([NH:29][S:27]([C:23]([CH3:26])([CH3:25])[CH3:24])=[O:28])[CH2:31][CH2:32][CH2:33][C:34]([O:36][CH3:37])=[O:35].